Predict the reaction yield, written as a fraction of the theoretical maximum amount of product (1.0 means a 100% yield; for example, 0.34 means a 34% yield). From a dataset of Reaction yield outcomes from USPTO patents with 853,638 reactions. (1) The reactants are [CH3:1][O:2][C:3]1[CH:4]=[C:5]2[C:10](=[CH:11][C:12]=1[O:13][CH3:14])[N:9]=[CH:8][CH:7]=[C:6]2[O:15][C:16]1[CH:22]=[CH:21][C:19]([NH2:20])=[C:18]([CH3:23])[C:17]=1[CH3:24].C1(C)C=CC=CC=1.C(N(CC)CC)C.ClC(Cl)(O[C:43](=[O:49])[O:44][C:45](Cl)(Cl)Cl)Cl.[CH3:51][O:52][C:53]1[CH:63]=[CH:62][CH:61]=[CH:60][C:54]=1[O:55][CH2:56][CH2:57]CO. The catalyst is C(Cl)Cl. The product is [CH3:1][O:2][C:3]1[CH:4]=[C:5]2[C:10](=[CH:11][C:12]=1[O:13][CH3:14])[N:9]=[CH:8][CH:7]=[C:6]2[O:15][C:16]1[CH:22]=[CH:21][C:19]([NH:20][C:43](=[O:49])[O:44][CH2:45][CH2:57][CH2:56][O:55][C:54]2[CH:60]=[CH:61][CH:62]=[CH:63][C:53]=2[O:52][CH3:51])=[C:18]([CH3:23])[C:17]=1[CH3:24]. The yield is 0.630. (2) The reactants are [Cl:1][C:2]1[N:3]=[C:4](Cl)[C:5]2[CH:11]=[CH:10][N:9]=[C:8]([C:12]3[CH:17]=[CH:16][CH:15]=[C:14]([N+:18]([O-:20])=[O:19])[CH:13]=3)[C:6]=2[N:7]=1.[OH-:22].[Na+]. The catalyst is C1COCC1.CC(=O)OCC. The product is [Cl:1][C:2]1[N:3]=[C:4]([OH:22])[C:5]2[CH:11]=[CH:10][N:9]=[C:8]([C:12]3[CH:17]=[CH:16][CH:15]=[C:14]([N+:18]([O-:20])=[O:19])[CH:13]=3)[C:6]=2[N:7]=1. The yield is 0.927.